This data is from Forward reaction prediction with 1.9M reactions from USPTO patents (1976-2016). The task is: Predict the product of the given reaction. (1) Given the reactants Cl[C:2]1[CH:7]=[CH:6][CH:5]=[C:4]([O:8][CH3:9])[N:3]=1.C([Sn](CCCC)(CCCC)[C:15]1[N:19]2[CH:20]=[CH:21][C:22]([C:24]([F:27])([F:26])[F:25])=[N:23][C:18]2=[N:17][CH:16]=1)CCC, predict the reaction product. The product is: [CH3:9][O:8][C:4]1[N:3]=[C:2]([C:15]2[N:19]3[CH:20]=[CH:21][C:22]([C:24]([F:25])([F:26])[F:27])=[N:23][C:18]3=[N:17][CH:16]=2)[CH:7]=[CH:6][CH:5]=1. (2) Given the reactants Br[C:2]1[CH:7]=[CH:6][C:5]([C:8]2[O:12][N:11]=[C:10]([CH3:13])[C:9]=2[NH:14][CH:15]([CH3:25])[CH2:16][CH2:17][C:18]2[CH:23]=[CH:22][C:21]([Cl:24])=[CH:20][CH:19]=2)=[CH:4][CH:3]=1.[CH2:26]([O:28][C:29]([C:31]1([C:34]2[CH:39]=[CH:38][C:37](B3OC(C)(C)C(C)(C)O3)=[CH:36][CH:35]=2)[CH2:33][CH2:32]1)=[O:30])[CH3:27], predict the reaction product. The product is: [CH2:26]([O:28][C:29]([C:31]1([C:34]2[CH:39]=[CH:38][C:37]([C:2]3[CH:7]=[CH:6][C:5]([C:8]4[O:12][N:11]=[C:10]([CH3:13])[C:9]=4[NH:14][CH:15]([CH3:25])[CH2:16][CH2:17][C:18]4[CH:23]=[CH:22][C:21]([Cl:24])=[CH:20][CH:19]=4)=[CH:4][CH:3]=3)=[CH:36][CH:35]=2)[CH2:32][CH2:33]1)=[O:30])[CH3:27]. (3) The product is: [OH:8][C:9]1[CH:18]=[C:17]2[C:12]([C:13]([O:19][C:20]3[CH:21]=[C:22]4[C:26](=[CH:27][CH:28]=3)[NH:25][C:24]([CH3:29])=[CH:23]4)=[N:14][CH:15]=[N:16]2)=[CH:11][C:10]=1[O:30][CH3:31]. Given the reactants C([O:8][C:9]1[CH:18]=[C:17]2[C:12]([C:13]([O:19][C:20]3[CH:21]=[C:22]4[C:26](=[CH:27][CH:28]=3)[NH:25][C:24]([CH3:29])=[CH:23]4)=[N:14][CH:15]=[N:16]2)=[CH:11][C:10]=1[O:30][CH3:31])C1C=CC=CC=1.[H][H], predict the reaction product. (4) Given the reactants [C:1]1([CH3:11])[CH:6]=[CH:5][C:4](S(O)(=O)=[O:8])=[CH:3][CH:2]=1.[CH2:12]([C:19]1([C:25]([N:27]2[CH2:31][CH2:30][CH2:29][CH2:28]2)=[O:26])[CH2:24][CH2:23][NH:22][CH2:21][CH2:20]1)[C:13]1[CH:18]=[CH:17][CH:16]=[CH:15][CH:14]=1.[ClH:32].[C:33]([N:41]1[CH2:46][CH2:45][CH2:44][C:43]([C:63]2[CH:68]=[CH:67][C:66]([Cl:69])=[C:65]([Cl:70])[CH:64]=2)([CH2:47][CH2:48][CH2:49][N:50]2[CH2:55][CH2:54][CH:53]([C:56]([N:58]3[CH2:62][CH2:61][CH2:60][CH2:59]3)=[O:57])[CH2:52][CH2:51]2)[CH2:42]1)(=[O:40])[C:34]1[CH:39]=[CH:38][CH:37]=[CH:36][CH:35]=1.C([O-])([O-])=O.[K+].[K+].Cl, predict the reaction product. The product is: [OH2:8].[ClH:69].[C:33]([N:41]1[CH2:46][CH2:45][CH2:44][C:43]([CH2:47][CH2:48][CH2:49][N:22]2[CH2:23][CH2:24][C:19]([CH2:12][C:13]3[CH:18]=[CH:17][CH:16]=[CH:15][CH:14]=3)([C:25]([N:27]3[CH2:31][CH2:30][CH2:29][CH2:28]3)=[O:26])[CH2:20][CH2:21]2)([C:63]2[CH:68]=[CH:67][C:66]([Cl:69])=[C:65]([Cl:70])[CH:64]=2)[CH2:42]1)(=[O:40])[C:34]1[CH:35]=[CH:36][CH:37]=[CH:38][CH:39]=1.[C:33]([N:41]1[CH2:46][CH2:45][CH2:44][C:43]([C:63]2[CH:68]=[CH:67][C:66]([Cl:69])=[C:65]([Cl:70])[CH:64]=2)([CH2:47][CH2:48][CH2:49][N:50]2[CH2:51][CH2:52][C:53]([C:56]([N:58]3[CH2:59][CH2:60][CH2:61][CH2:62]3)=[O:57])([CH2:11][C:1]3[CH:6]=[CH:5][CH:4]=[CH:3][CH:2]=3)[CH2:54][CH2:55]2)[CH2:42]1)(=[O:40])[C:34]1[CH:39]=[CH:38][CH:37]=[CH:36][CH:35]=1.[ClH:32]. (5) Given the reactants [Na].[Na].[OH:3][C:4]1[CH:9]=[CH:8][C:7]([C:10]([C:13]2[CH:18]=[CH:17][C:16]([OH:19])=[CH:15][CH:14]=2)([CH3:12])[CH3:11])=[CH:6][CH:5]=1.[Na].[Na].C1(O)C=CC(C2C=CC(O)=CC=2)=CC=1, predict the reaction product. The product is: [CH3:12][C:10]([C:7]1[CH:6]=[CH:5][C:4]([OH:3])=[CH:9][CH:8]=1)([C:13]1[CH:18]=[CH:17][C:16]([OH:19])=[CH:15][CH:14]=1)[CH3:11]. (6) Given the reactants [N+:1]([C:4]1[CH:14]=[CH:13][C:7]2[NH:8][CH2:9][CH2:10][CH2:11][O:12][C:6]=2[CH:5]=1)([O-])=O, predict the reaction product. The product is: [CH:13]1[C:7]2[NH:8][CH2:9][CH2:10][CH2:11][O:12][C:6]=2[CH:5]=[C:4]([NH2:1])[CH:14]=1. (7) The product is: [F:33][C:2]([F:1])([F:32])[C:3]1[CH:4]=[CH:5][C:6]([C:9]2[N:14]=[C:13]([CH:15]([O:20][C:21]3[CH:22]=[CH:23][C:24]([CH2:27][C:28]([OH:30])=[O:29])=[CH:25][CH:26]=3)[CH2:16][CH2:17][CH2:18][CH3:19])[CH:12]=[CH:11][CH:10]=2)=[CH:7][CH:8]=1. Given the reactants [F:1][C:2]([F:33])([F:32])[C:3]1[CH:8]=[CH:7][C:6]([C:9]2[N:14]=[C:13]([CH:15]([O:20][C:21]3[CH:26]=[CH:25][C:24]([CH2:27][C:28]([O:30]C)=[O:29])=[CH:23][CH:22]=3)[CH2:16][CH2:17][CH2:18][CH3:19])[CH:12]=[CH:11][CH:10]=2)=[CH:5][CH:4]=1.[OH-].[Na+], predict the reaction product. (8) The product is: [CH2:6]([O:5][C:1]([C:2]1[O:3][C:18]2[C:11]([Cl:10])=[CH:28][N:26]=[CH:25][C:17]=2[C:16]=1[NH2:15])=[O:4])[CH3:7]. Given the reactants [C:1]([O:5][CH2:6][CH3:7])(=[O:4])[CH2:2][OH:3].[H-].[Na+].[Cl:10][C:11]1([C:18](Cl)=[CH:17][CH:16]=[N:15]C1)C#N.O.C(O)(=O)C.[CH3:25][N:26]([CH:28]=O)C, predict the reaction product.